This data is from NCI-60 drug combinations with 297,098 pairs across 59 cell lines. The task is: Regression. Given two drug SMILES strings and cell line genomic features, predict the synergy score measuring deviation from expected non-interaction effect. (1) Drug 1: C1=CC(=C2C(=C1NCCNCCO)C(=O)C3=C(C=CC(=C3C2=O)O)O)NCCNCCO. Drug 2: C(CC(=O)O)C(=O)CN.Cl. Cell line: OVCAR-5. Synergy scores: CSS=25.8, Synergy_ZIP=-12.2, Synergy_Bliss=-2.80, Synergy_Loewe=-12.7, Synergy_HSA=-0.300. (2) Drug 1: CC1CCC2CC(C(=CC=CC=CC(CC(C(=O)C(C(C(=CC(C(=O)CC(OC(=O)C3CCCCN3C(=O)C(=O)C1(O2)O)C(C)CC4CCC(C(C4)OC)O)C)C)O)OC)C)C)C)OC. Drug 2: CNC(=O)C1=NC=CC(=C1)OC2=CC=C(C=C2)NC(=O)NC3=CC(=C(C=C3)Cl)C(F)(F)F. Cell line: NCI-H226. Synergy scores: CSS=1.69, Synergy_ZIP=2.03, Synergy_Bliss=2.85, Synergy_Loewe=0.0273, Synergy_HSA=1.04. (3) Drug 1: CS(=O)(=O)OCCCCOS(=O)(=O)C. Drug 2: CC(C)NC(=O)C1=CC=C(C=C1)CNNC.Cl. Cell line: SK-MEL-5. Synergy scores: CSS=18.8, Synergy_ZIP=0.398, Synergy_Bliss=8.80, Synergy_Loewe=8.39, Synergy_HSA=8.70. (4) Drug 1: CC1C(C(CC(O1)OC2CC(OC(C2O)C)OC3=CC4=CC5=C(C(=O)C(C(C5)C(C(=O)C(C(C)O)O)OC)OC6CC(C(C(O6)C)O)OC7CC(C(C(O7)C)O)OC8CC(C(C(O8)C)O)(C)O)C(=C4C(=C3C)O)O)O)O. Drug 2: C1=CC=C(C(=C1)C(C2=CC=C(C=C2)Cl)C(Cl)Cl)Cl. Cell line: MDA-MB-435. Synergy scores: CSS=32.2, Synergy_ZIP=0.955, Synergy_Bliss=1.57, Synergy_Loewe=-43.5, Synergy_HSA=-0.0537. (5) Drug 2: CCC1=C2CN3C(=CC4=C(C3=O)COC(=O)C4(CC)O)C2=NC5=C1C=C(C=C5)O. Drug 1: CC1=C(C(CCC1)(C)C)C=CC(=CC=CC(=CC(=O)O)C)C. Cell line: DU-145. Synergy scores: CSS=49.9, Synergy_ZIP=2.77, Synergy_Bliss=3.32, Synergy_Loewe=-51.8, Synergy_HSA=-4.03.